From a dataset of Peptide-MHC class I binding affinity with 185,985 pairs from IEDB/IMGT. Regression. Given a peptide amino acid sequence and an MHC pseudo amino acid sequence, predict their binding affinity value. This is MHC class I binding data. (1) The binding affinity (normalized) is 0.0232. The peptide sequence is QPTPLSPPL. The MHC is Patr-A0301 with pseudo-sequence Patr-A0301. (2) The peptide sequence is ILVRFNYLA. The MHC is HLA-B15:01 with pseudo-sequence HLA-B15:01. The binding affinity (normalized) is 0.0847. (3) The peptide sequence is MTVDEVEDY. The MHC is HLA-A03:01 with pseudo-sequence HLA-A03:01. The binding affinity (normalized) is 0.0847. (4) The peptide sequence is NQDLNGNWY. The MHC is HLA-A02:01 with pseudo-sequence HLA-A02:01. The binding affinity (normalized) is 0.0847.